This data is from Forward reaction prediction with 1.9M reactions from USPTO patents (1976-2016). The task is: Predict the product of the given reaction. The product is: [CH3:37][O:36][C:32](=[O:35])[CH:33]=[CH:34][C:17]1[CH:18]=[C:13]([C:11](=[O:12])[NH:10][CH2:9][C:7]2[O:6][N:5]=[C:4]([CH:1]3[CH2:3][CH2:2]3)[CH:8]=2)[C:14](=[O:31])[N:15]([C:21]2[CH:26]=[CH:25][CH:24]=[C:23]([C:27]([F:30])([F:29])[F:28])[CH:22]=2)[C:16]=1[CH3:20]. Given the reactants [CH:1]1([C:4]2[CH:8]=[C:7]([CH2:9][NH:10][C:11]([C:13]3[C:14](=[O:31])[N:15]([C:21]4[CH:26]=[CH:25][CH:24]=[C:23]([C:27]([F:30])([F:29])[F:28])[CH:22]=4)[C:16]([CH3:20])=[C:17](I)[CH:18]=3)=[O:12])[O:6][N:5]=2)[CH2:3][CH2:2]1.[C:32]([O:36][CH3:37])(=[O:35])[CH:33]=[CH2:34].C(N(CC)CC)C, predict the reaction product.